This data is from TCR-epitope binding with 47,182 pairs between 192 epitopes and 23,139 TCRs. The task is: Binary Classification. Given a T-cell receptor sequence (or CDR3 region) and an epitope sequence, predict whether binding occurs between them. (1) The epitope is YLQPRTFLL. The TCR CDR3 sequence is CASSLEIEAFF. Result: 1 (the TCR binds to the epitope). (2) The epitope is LPRRSGAAGA. The TCR CDR3 sequence is CASSYDNSGARETQYF. Result: 0 (the TCR does not bind to the epitope). (3) The epitope is TLDSKTQSL. The TCR CDR3 sequence is CASSSQDRVVSLGAFF. Result: 1 (the TCR binds to the epitope).